Dataset: Full USPTO retrosynthesis dataset with 1.9M reactions from patents (1976-2016). Task: Predict the reactants needed to synthesize the given product. (1) Given the product [CH:32]([N:28]([CH:12]([CH3:11])[CH3:13])[CH2:16][CH3:17])([CH3:31])[CH3:33], predict the reactants needed to synthesize it. The reactants are: [Li].[OH-].[Na+].NC1NN=NN=1.N[CH2:11][CH2:12][C:13](O)=O.[CH2:16](N=C=NCCCN(C)C)[CH3:17].O[N:28]1[C:32]2[CH:33]=CC=C[C:31]=2N=N1. (2) Given the product [CH2:38]([N:35]1[CH2:34][CH2:33][N:32]([CH:2]([F:1])[C:3]2[CH:8]=[CH:7][C:6]([C:9]([NH:11][C:12]3[CH:17]=[CH:16][C:15]([CH3:18])=[C:14]([NH:19][C:20]4[N:25]=[C:24]([C:26]5[CH:27]=[N:28][CH:29]=[CH:30][CH:31]=5)[CH:23]=[CH:22][N:21]=4)[CH:13]=3)=[O:10])=[CH:5][CH:4]=2)[CH2:37][CH2:36]1)[CH3:39], predict the reactants needed to synthesize it. The reactants are: [F:1][CH:2]([N:32]1[CH2:37][CH2:36][NH:35][CH2:34][CH2:33]1)[C:3]1[CH:8]=[CH:7][C:6]([C:9]([NH:11][C:12]2[CH:17]=[CH:16][C:15]([CH3:18])=[C:14]([NH:19][C:20]3[N:25]=[C:24]([C:26]4[CH:27]=[N:28][CH:29]=[CH:30][CH:31]=4)[CH:23]=[CH:22][N:21]=3)[CH:13]=2)=[O:10])=[CH:5][CH:4]=1.[CH3:38][CH:39]=O.